From a dataset of Peptide-MHC class II binding affinity with 134,281 pairs from IEDB. Regression. Given a peptide amino acid sequence and an MHC pseudo amino acid sequence, predict their binding affinity value. This is MHC class II binding data. (1) The peptide sequence is AAPGAGYTPATPAAP. The MHC is DRB1_1501 with pseudo-sequence DRB1_1501. The binding affinity (normalized) is 0. (2) The binding affinity (normalized) is 0.236. The MHC is HLA-DQA10501-DQB10301 with pseudo-sequence HLA-DQA10501-DQB10301. The peptide sequence is RWQVVAPQLPDDLMI. (3) The peptide sequence is LGAVYRYKKLKEMSA. The MHC is DRB1_0901 with pseudo-sequence DRB1_0901. The binding affinity (normalized) is 0.561. (4) The MHC is HLA-DQA10102-DQB10502 with pseudo-sequence HLA-DQA10102-DQB10502. The binding affinity (normalized) is 0.190. The peptide sequence is SPLTASKLTYENVKM. (5) The peptide sequence is FEIKCTKPEACSGEPVVVHI. The MHC is DRB1_0802 with pseudo-sequence DRB1_0802. The binding affinity (normalized) is 0.344. (6) The peptide sequence is SVYLSDNGVMSEQGS. The MHC is DRB4_0101 with pseudo-sequence DRB4_0103. The binding affinity (normalized) is 0.172. (7) The peptide sequence is QCAMRPNHTIKGSFL. The MHC is DRB1_1501 with pseudo-sequence DRB1_1501. The binding affinity (normalized) is 0.263. (8) The peptide sequence is EIKYFAATQFEPLAA. The MHC is HLA-DQA10501-DQB10201 with pseudo-sequence HLA-DQA10501-DQB10201. The binding affinity (normalized) is 0.469. (9) The peptide sequence is KLRSAGEVEIQFRRV. The MHC is DRB1_0101 with pseudo-sequence DRB1_0101. The binding affinity (normalized) is 0.108. (10) The peptide sequence is ALVFDLPAALQRAIP. The MHC is DRB1_0701 with pseudo-sequence DRB1_0701. The binding affinity (normalized) is 0.0260.